Dataset: Catalyst prediction with 721,799 reactions and 888 catalyst types from USPTO. Task: Predict which catalyst facilitates the given reaction. (1) Reactant: C([Li])CCC.C(NC(C)C)(C)C.[C:13]1([CH:19]2[CH2:24][CH2:23][O:22][C:20]2=[O:21])[CH:18]=[CH:17][CH:16]=[CH:15][CH:14]=1.[CH3:25][O:26][CH2:27]Cl. Product: [C:13]1([C:19]2([CH2:25][O:26][CH3:27])[CH2:24][CH2:23][O:22][C:20]2=[O:21])[CH:14]=[CH:15][CH:16]=[CH:17][CH:18]=1. The catalyst class is: 1. (2) Reactant: [CH3:1][CH2:2][N:3]([CH:7]([CH3:9])C)[CH:4]([CH3:6])C.[F:10][C:11]1[CH:16]=[CH:15][C:14]([C:17]2[NH:21][N:20]=[C:19]([C:22]([NH:24]CC(O)=O)=[O:23])[CH:18]=2)=[CH:13][CH:12]=1.C1(C2NN=C(C(NCC(O)=O)=[O:41])C=2)C=CC=CC=1.FC1C=CC(CC(C2C=CC=CC=2)=O)=CC=1.C1C=CC2N(O)N=NC=2C=1.CCN=C=NCCCN(C)C.[ClH:84].Cl.Cl[C:87]1[CH:88]=[N:89][CH:90]=[C:91]([O:93][CH:94]2CCNCC2)[CH:92]=1.Cl.ClC1C=CC=CC=1OC1CCNCC1.CN(C=O)C. Product: [Cl:84][C:90]1[C:91]([O:93][CH:94]2[CH2:1][CH2:2][N:3]([C:4](=[O:41])[CH2:6][NH:24][C:22]([C:19]3[CH:18]=[C:17]([C:14]4[CH:13]=[CH:12][C:11]([F:10])=[CH:16][CH:15]=4)[NH:21][N:20]=3)=[O:23])[CH2:7][CH2:9]2)=[CH:92][CH:87]=[CH:88][N:89]=1. The catalyst class is: 6. (3) Reactant: [ClH:1].[NH2:2][CH2:3][CH2:4][C:5]1[C:13]2[S:12][C:11](=[O:14])[NH:10][C:9]=2[C:8]([OH:15])=[CH:7][CH:6]=1.[N+](C1C=CC(C(O[CH2:26][CH2:27][S:28]([CH2:31][CH2:32][CH2:33][O:34][CH2:35][CH2:36][C:37]2[CH:42]=[CH:41][CH:40]=[CH:39][CH:38]=2)(=[O:30])=[O:29])=O)=CC=1)([O-])=O.C(N(CC)CC)C.Cl. Product: [ClH:1].[OH:15][C:8]1[C:9]2[NH:10][C:11](=[O:14])[S:12][C:13]=2[C:5]([CH2:4][CH2:3][NH:2][CH2:26][CH2:27][S:28]([CH2:31][CH2:32][CH2:33][O:34][CH2:35][CH2:36][C:37]2[CH:38]=[CH:39][CH:40]=[CH:41][CH:42]=2)(=[O:30])=[O:29])=[CH:6][CH:7]=1. The catalyst class is: 8. (4) Reactant: Cl[C:2]1[C:3]2[C:12]([C:13]#[N:14])=[CH:11][N:10]([CH2:15][O:16][CH2:17][CH2:18][Si:19]([CH3:22])([CH3:21])[CH3:20])[C:4]=2[N:5]=[C:6]([S:8][CH3:9])[N:7]=1.[C:23]1(B(O)O)[CH:28]=[CH:27][CH:26]=[CH:25][CH:24]=1.C([O-])(O)=O.[Na+]. Product: [CH3:9][S:8][C:6]1[N:7]=[C:2]([C:23]2[CH:28]=[CH:27][CH:26]=[CH:25][CH:24]=2)[C:3]2[C:12]([C:13]#[N:14])=[CH:11][N:10]([CH2:15][O:16][CH2:17][CH2:18][Si:19]([CH3:22])([CH3:21])[CH3:20])[C:4]=2[N:5]=1. The catalyst class is: 3. (5) Reactant: [CH3:1][CH3:2].[CH3:3][CH2:4][CH2:5][CH2:6][CH2:7][CH2:8][CH2:9][CH2:10][CH2:11][CH2:12][CH2:13][CH2:14][O:15][CH2:16][CH2:17][O:18][CH2:19][CH2:20][O:21][CH2:22][CH2:23][O:24][CH2:25][CH2:26][O:27][CH2:28][CH2:29][O:30][CH2:31][CH2:32][O:33][CH2:34][CH2:35][O:36][CH2:37][CH2:38][OH:39]. Product: [OH2:15].[CH3:3][CH3:4].[CH3:3][CH2:4][CH2:5][CH2:6][CH2:7][CH2:8][CH2:9][CH2:10][CH2:11][CH2:12][CH2:13][CH2:14][O:15][CH2:16][CH2:17][O:18][CH2:19][CH2:20][O:21][CH2:22][CH2:23][O:24][CH2:25][CH2:26][O:27][CH2:28][CH2:29][O:30][CH2:31][CH2:32][O:33][CH2:34][CH2:35][O:36][CH2:37][CH2:38][OH:39].[CH3:1][CH3:2]. The catalyst class is: 6.